Dataset: Full USPTO retrosynthesis dataset with 1.9M reactions from patents (1976-2016). Task: Predict the reactants needed to synthesize the given product. (1) The reactants are: [CH2:1]([N:8]1[CH2:13][CH2:12][NH:11][CH2:10][C@@H:9]1[CH3:14])[C:2]1[CH:7]=[CH:6][CH:5]=[CH:4][CH:3]=1.ClCCl.O=[C:19]1[CH2:24][CH2:23][N:22]([C:25]([O:27][C:28]([CH3:31])([CH3:30])[CH3:29])=[O:26])[CH2:21][CH2:20]1.[C-:32]#[N:33].C([Al+]CC)C. Given the product [CH2:1]([N:8]1[CH2:13][CH2:12][N:11]([C:19]2([C:32]#[N:33])[CH2:24][CH2:23][N:22]([C:25]([O:27][C:28]([CH3:31])([CH3:30])[CH3:29])=[O:26])[CH2:21][CH2:20]2)[CH2:10][C@@H:9]1[CH3:14])[C:2]1[CH:7]=[CH:6][CH:5]=[CH:4][CH:3]=1, predict the reactants needed to synthesize it. (2) Given the product [Cl:1][C:2]1[CH:8]=[CH:7][C:5]([NH:6][N:9]=[C:15]2[CH2:20][CH2:19][CH2:18][CH2:17][C:16]2=[O:21])=[CH:4][CH:3]=1, predict the reactants needed to synthesize it. The reactants are: [Cl:1][C:2]1[CH:8]=[CH:7][C:5]([NH2:6])=[CH:4][CH:3]=1.[N:9]([O-])=O.[Na+].OC=[C:15]1[CH2:20][CH2:19][CH2:18][CH2:17][C:16]1=[O:21].C([O-])(=O)C.[Na+]. (3) Given the product [F:1][C:2]1[CH:10]=[CH:9][C:5]([C:6]([NH:11][C:12]2[CH:13]=[CH:14][C:15]([C:18](=[O:25])[CH2:19][CH2:20][C:21]([OH:23])=[O:22])=[CH:16][CH:17]=2)=[O:7])=[CH:4][CH:3]=1, predict the reactants needed to synthesize it. The reactants are: [F:1][C:2]1[CH:10]=[CH:9][C:5]([C:6](Cl)=[O:7])=[CH:4][CH:3]=1.[NH2:11][C:12]1[CH:17]=[CH:16][C:15]([C:18](=[O:25])[CH2:19][CH2:20][C:21]([O:23]C)=[O:22])=[CH:14][CH:13]=1. (4) The reactants are: Cl[C:2]1[C:6]([CH2:7][O:8][C:9]2[CH:14]=[CH:13][C:12]([CH2:15][CH2:16][C:17]([O:19][CH2:20][CH3:21])=[O:18])=[C:11]([CH3:22])[C:10]=2[CH3:23])=[C:5]([C:24]2[CH:29]=[CH:28][C:27]([CH2:30][CH3:31])=[CH:26][CH:25]=2)[S:4][N:3]=1. Given the product [CH2:30]([C:27]1[CH:26]=[CH:25][C:24]([C:5]2[S:4][N:3]=[CH:2][C:6]=2[CH2:7][O:8][C:9]2[CH:14]=[CH:13][C:12]([CH2:15][CH2:16][C:17]([O:19][CH2:20][CH3:21])=[O:18])=[C:11]([CH3:22])[C:10]=2[CH3:23])=[CH:29][CH:28]=1)[CH3:31], predict the reactants needed to synthesize it. (5) Given the product [F:1][C:2]([F:26])([F:27])[C:3]1[CH:4]=[C:5]([NH:9][C:10](=[O:25])[C:11](=[CH:34][C:33]2[CH:36]=[CH:37][C:30]([N:29]([CH3:38])[CH3:28])=[CH:31][CH:32]=2)[C:12]([NH:14][C:15]2[CH:20]=[CH:19][CH:18]=[C:17]([C:21]([F:24])([F:23])[F:22])[CH:16]=2)=[O:13])[CH:6]=[CH:7][CH:8]=1, predict the reactants needed to synthesize it. The reactants are: [F:1][C:2]([F:27])([F:26])[C:3]1[CH:4]=[C:5]([NH:9][C:10](=[O:25])[CH2:11][C:12]([NH:14][C:15]2[CH:20]=[CH:19][CH:18]=[C:17]([C:21]([F:24])([F:23])[F:22])[CH:16]=2)=[O:13])[CH:6]=[CH:7][CH:8]=1.[CH3:28][N:29]([CH3:38])[C:30]1[CH:37]=[CH:36][C:33]([CH:34]=O)=[CH:32][CH:31]=1. (6) Given the product [OH:11][C:5]1[CH:6]=[C:7]([NH:10][C:26]([N:20]2[CH2:25][CH2:24][O:23][CH2:22][CH2:21]2)=[O:27])[CH:8]=[CH:9][C:4]=1[C:3]([OH:2])=[O:12], predict the reactants needed to synthesize it. The reactants are: C[O:2][C:3](=[O:12])[C:4]1[CH:9]=[CH:8][C:7]([NH2:10])=[CH:6][C:5]=1[OH:11].C(N(CC)CC)C.[N:20]1([C:26](Cl)=[O:27])[CH2:25][CH2:24][O:23][CH2:22][CH2:21]1. (7) Given the product [CH3:26][O:25][C:21](=[O:24])[CH:22]=[CH:23][C:2]1[CH:7]=[CH:6][C:5]([N+:8]([O-:10])=[O:9])=[CH:4][C:3]=1[CH3:11], predict the reactants needed to synthesize it. The reactants are: Br[C:2]1[CH:7]=[CH:6][C:5]([N+:8]([O-:10])=[O:9])=[CH:4][C:3]=1[CH3:11].CCN(C(C)C)C(C)C.[C:21]([O:25][CH3:26])(=[O:24])[CH:22]=[CH2:23].C1(C)C=CC=CC=1P(C1C=CC=CC=1C)C1C=CC=CC=1C. (8) The reactants are: [N:1]1[CH:6]=[CH:5][C:4]([N:7]2[CH2:22][CH2:21][C:9]3([CH2:13][N:12](C(OC(C)(C)C)=O)[CH2:11][CH2:10]3)[CH2:8]2)=[CH:3][CH:2]=1.[ClH:23].CO. Given the product [ClH:23].[ClH:23].[N:1]1[CH:2]=[CH:3][C:4]([N:7]2[CH2:22][CH2:21][C:9]3([CH2:10][CH2:11][NH:12][CH2:13]3)[CH2:8]2)=[CH:5][CH:6]=1, predict the reactants needed to synthesize it. (9) Given the product [NH:8]1[CH2:12][CH2:11][C@@H:10]([NH:13][C:14]2[C:15]3[S:29][CH:28]=[CH:27][C:16]=3[N:17]=[C:18]([C:20]3[CH:25]=[CH:24][N:23]=[C:22]([NH:37][C:35]([C:31]4[O:30][CH:34]=[CH:33][CH:32]=4)=[O:36])[CH:21]=3)[N:19]=2)[CH2:9]1, predict the reactants needed to synthesize it. The reactants are: C(OC([N:8]1[CH2:12][CH2:11][C@@H:10]([NH:13][C:14]2[C:15]3[S:29][CH:28]=[CH:27][C:16]=3[N:17]=[C:18]([C:20]3[CH:25]=[CH:24][N:23]=[C:22](Cl)[CH:21]=3)[N:19]=2)[CH2:9]1)=O)(C)(C)C.[O:30]1[CH:34]=[CH:33][CH:32]=[C:31]1[C:35]([NH2:37])=[O:36].CC1(C)C2C(=C(P(C3C=CC=CC=3)C3C=CC=CC=3)C=CC=2)OC2C(P(C3C=CC=CC=3)C3C=CC=CC=3)=CC=CC1=2.CC([O-])(C)C.[Na+].C(O)(C(F)(F)F)=O. (10) Given the product [Br:1][C:2]1[CH:3]=[CH:4][C:5]([C:8]([CH3:15])([CH3:13])[C:9]([O:11][CH3:12])=[O:10])=[CH:6][CH:7]=1, predict the reactants needed to synthesize it. The reactants are: [Br:1][C:2]1[CH:7]=[CH:6][C:5]([CH:8]([CH3:13])[C:9]([O:11][CH3:12])=[O:10])=[CH:4][CH:3]=1.[Li+].[CH3:15][Si]([N-][Si](C)(C)C)(C)C.IC.CC([O-])(C)C.[K+].[Cl-].[NH4+].